From a dataset of CYP1A2 inhibition data for predicting drug metabolism from PubChem BioAssay. Regression/Classification. Given a drug SMILES string, predict its absorption, distribution, metabolism, or excretion properties. Task type varies by dataset: regression for continuous measurements (e.g., permeability, clearance, half-life) or binary classification for categorical outcomes (e.g., BBB penetration, CYP inhibition). Dataset: cyp1a2_veith. (1) The compound is C(Cc1nn[nH]n1)c1nn[nH]n1. The result is 0 (non-inhibitor). (2) The compound is CCCCCCCCCCCCCCCCCCNC(=O)OC[C@@H](COP(=O)([O-])OCC[n+]1ccsc1)OC. The result is 0 (non-inhibitor). (3) The compound is CC(NCc1ccc(Cl)cc1)C(O)c1ccccc1.Cl. The result is 1 (inhibitor). (4) The compound is CSC1=C(C#N)C(c2ccccc2Cl)C2=C(N1)c1ccccc1C2=O. The result is 1 (inhibitor). (5) The drug is Cc1ccccc1NC(=O)c1cccc2nc3ccccc3nc12. The result is 1 (inhibitor). (6) The drug is N#CS.N=C=S.N=C=S.[Cu].[NH2-].[NH2-].[NH2-].[NH2-].c1ccc2ncccc2c1. The result is 0 (non-inhibitor).